Dataset: Full USPTO retrosynthesis dataset with 1.9M reactions from patents (1976-2016). Task: Predict the reactants needed to synthesize the given product. (1) Given the product [O:26]1[CH:27]=[CH:28][CH:29]=[C:25]1[C@H:24]1[CH:23]=[CH:22][N:21]([S:18]([C:15]2[CH:14]=[CH:13][C:12]([O:11][CH3:10])=[CH:17][CH:16]=2)(=[O:19])=[O:20])[C:2](=[O:1])[C@H:3]1[CH2:4][C:5]([O:7][CH2:8][CH3:9])=[O:6], predict the reactants needed to synthesize it. The reactants are: [O:1]=[CH:2]/[CH:3]=[CH:4]/[C:5]([O:7][CH2:8][CH3:9])=[O:6].[CH3:10][O:11][C:12]1[CH:17]=[CH:16][C:15]([S:18]([N:21]=[CH:22]/[CH:23]=[CH:24]/[C:25]2[O:26][CH:27]=[CH:28][CH:29]=2)(=[O:20])=[O:19])=[CH:14][CH:13]=1. (2) Given the product [Cl:33][C:39]1[CH:38]=[CH:11][C:10]([NH:13][C:24]([NH:23][CH:4]([C:5]([N:7]2[CH2:12][CH2:11][CH:10]([N:13]3[CH2:17][C:16]4=[CH:18][N:19]=[C:20]([CH3:21])[N:15]4[C:14]3=[O:22])[CH2:9][CH2:8]2)=[O:6])[C:3]([O:2][CH3:1])([CH3:31])[CH3:32])=[O:25])=[CH:9][CH:8]=1, predict the reactants needed to synthesize it. The reactants are: [CH3:1][O:2][C:3]([CH3:32])([CH3:31])[CH:4]([NH:23][C:24](=O)[O:25]C(C)(C)C)[C:5]([N:7]1[CH2:12][CH2:11][CH:10]([N:13]2[CH2:17][C:16]3=[CH:18][N:19]=[C:20]([CH3:21])[N:15]3[C:14]2=[O:22])[CH2:9][CH2:8]1)=[O:6].[ClH:33].C(O[CH2:38][CH3:39])(=O)C. (3) Given the product [CH2:1]([N:3]1[CH2:8][CH2:7][N:6]([C:9]2[C:18]3[C:13](=[CH:14][CH:15]=[CH:16][CH:17]=3)[CH:12]=[C:11]([CH2:21][C:20]([C:23]3[CH:28]=[CH:27][CH:26]=[CH:25][CH:24]=3)=[O:22])[N:10]=2)[CH2:5][CH2:4]1)[CH3:2], predict the reactants needed to synthesize it. The reactants are: [CH2:1]([N:3]1[CH2:8][CH2:7][N:6]([C:9]2[C:18]3[C:13](=[CH:14][CH:15]=[CH:16][CH:17]=3)[CH:12]=[C:11](Br)[N:10]=2)[CH2:5][CH2:4]1)[CH3:2].[C:20]([C:23]1[CH:28]=[CH:27][CH:26]=[CH:25][CH:24]=1)(=[O:22])[CH3:21].C(O[K])(C)(C)C.O. (4) Given the product [F:9][C:7]1[CH:6]=[C:4]([CH:3]=[C:2]([B:10]2[O:14][C:13]([CH3:16])([CH3:15])[C:12]([CH3:18])([CH3:17])[O:11]2)[CH:8]=1)[NH2:5], predict the reactants needed to synthesize it. The reactants are: Br[C:2]1[CH:3]=[C:4]([CH:6]=[C:7]([F:9])[CH:8]=1)[NH2:5].[B:10]1([B:10]2[O:14][C:13]([CH3:16])([CH3:15])[C:12]([CH3:18])([CH3:17])[O:11]2)[O:14][C:13]([CH3:16])([CH3:15])[C:12]([CH3:18])([CH3:17])[O:11]1.CC([O-])=O.[K+].N#N. (5) Given the product [CH:30]([N:1]1[CH2:6][CH2:5][CH:4]([O:7][C:8]2[CH:17]=[C:16]3[C:11]([CH:12]=[N:13][C:14]([NH:18][C:19]4[CH:24]=[CH:23][CH:22]=[C:21]([C:25]([F:28])([F:27])[F:26])[CH:20]=4)=[N:15]3)=[CH:10][CH:9]=2)[CH2:3][CH2:2]1)([CH3:32])[CH3:29], predict the reactants needed to synthesize it. The reactants are: [NH:1]1[CH2:6][CH2:5][CH:4]([O:7][C:8]2[CH:17]=[C:16]3[C:11]([CH:12]=[N:13][C:14]([NH:18][C:19]4[CH:24]=[CH:23][CH:22]=[C:21]([C:25]([F:28])([F:27])[F:26])[CH:20]=4)=[N:15]3)=[CH:10][CH:9]=2)[CH2:3][CH2:2]1.[CH3:29][C:30]([CH3:32])=O.C(O[BH-](OC(=O)C)OC(=O)C)(=O)C.[Na+]. (6) Given the product [CH3:1][O:2][C:3]1[CH:4]=[C:5]2[C:10](=[CH:11][C:12]=1[O:13][CH3:14])[N:9]=[CH:8][CH:7]=[C:6]2[O:15][C:16]1[CH:22]=[CH:21][C:19]([NH:20][C:27](=[O:33])[O:26][CH2:24][CH2:41][C:35]2[CH:40]=[CH:39][CH:38]=[CH:37][CH:36]=2)=[CH:18][CH:17]=1, predict the reactants needed to synthesize it. The reactants are: [CH3:1][O:2][C:3]1[CH:4]=[C:5]2[C:10](=[CH:11][C:12]=1[O:13][CH3:14])[N:9]=[CH:8][CH:7]=[C:6]2[O:15][C:16]1[CH:22]=[CH:21][C:19]([NH2:20])=[CH:18][CH:17]=1.Cl[C:24](Cl)([O:26][C:27](=[O:33])OC(Cl)(Cl)Cl)Cl.[C:35]1([CH2:41]CO)[CH:40]=[CH:39][CH:38]=[CH:37][CH:36]=1.C(=O)(O)[O-].[Na+]. (7) Given the product [CH2:12]([C:2]1[S:1][CH:5]=[CH:4][CH:3]=1)[CH2:13][CH2:14][CH2:15][CH2:16][CH3:17], predict the reactants needed to synthesize it. The reactants are: [S:1]1[CH:5]=[CH:4][CH:3]=[CH:2]1.[Li]CCCC.Br[CH2:12][CH2:13][CH2:14][CH2:15][CH2:16][CH3:17]. (8) Given the product [Cl:1][C:2]1[CH:7]=[CH:6][C:5]([S:8]([C:11]2[N:16]=[C:15]([CH2:17][C:18]3[CH:23]=[C:22]([F:24])[CH:21]=[CH:20][C:19]=3[F:25])[C:14]([CH2:26][N:27]([CH3:41])[S:28]([C:31]3[CH:36]=[CH:35][CH:34]=[C:33]([C:37]#[N:38])[CH:32]=3)(=[O:30])=[O:29])=[CH:13][CH:12]=2)(=[O:10])=[O:9])=[CH:4][CH:3]=1, predict the reactants needed to synthesize it. The reactants are: [Cl:1][C:2]1[CH:7]=[CH:6][C:5]([S:8]([C:11]2[N:16]=[C:15]([CH2:17][C:18]3[CH:23]=[C:22]([F:24])[CH:21]=[CH:20][C:19]=3[F:25])[C:14]([CH2:26][NH:27][S:28]([C:31]3[CH:36]=[CH:35][CH:34]=[C:33]([C:37]#[N:38])[CH:32]=3)(=[O:30])=[O:29])=[CH:13][CH:12]=2)(=[O:10])=[O:9])=[CH:4][CH:3]=1.CO.[C:41]1(P(C2C=CC=CC=2)C2C=CC=CC=2)C=CC=CC=1.N(C(OC(C)C)=O)=NC(OC(C)C)=O. (9) Given the product [CH:29]([C:2]1[CH:3]=[C:4]2[C:8](=[CH:9][CH:10]=1)[C:7]1([CH2:13][N:12]([C:14]([O:16][C:17]([CH3:20])([CH3:19])[CH3:18])=[O:15])[CH2:11]1)[O:6][CH2:5]2)=[O:30], predict the reactants needed to synthesize it. The reactants are: Br[C:2]1[CH:3]=[C:4]2[C:8](=[CH:9][CH:10]=1)[C:7]1([CH2:13][N:12]([C:14]([O:16][C:17]([CH3:20])([CH3:19])[CH3:18])=[O:15])[CH2:11]1)[O:6][CH2:5]2.[Li]CCCC.CN([CH:29]=[O:30])C. (10) Given the product [CH:28]1([N:21]2[C:19]3[N:20]=[C:15]([NH:14][C:11]4[N:12]=[CH:13][C:8]([N:37]5[CH2:36][CH2:35][N:34]([C:40]([O:42][C:43]([CH3:46])([CH3:45])[CH3:44])=[O:41])[CH2:39][CH2:38]5)=[CH:9][C:10]=4[CH3:33])[N:16]=[CH:17][C:18]=3[C:23]3[CH:24]=[CH:25][N:26]=[CH:27][C:22]2=3)[CH2:32][CH2:31][CH2:30][CH2:29]1, predict the reactants needed to synthesize it. The reactants are: CC([O-])(C)C.[Na+].Br[C:8]1[CH:9]=[C:10]([CH3:33])[C:11]([NH:14][C:15]2[N:16]=[CH:17][C:18]3[C:23]4[CH:24]=[CH:25][N:26]=[CH:27][C:22]=4[N:21]([CH:28]4[CH2:32][CH2:31][CH2:30][CH2:29]4)[C:19]=3[N:20]=2)=[N:12][CH:13]=1.[N:34]1([C:40]([O:42][C:43]([CH3:46])([CH3:45])[CH3:44])=[O:41])[CH2:39][CH2:38][NH:37][CH2:36][CH2:35]1.CC1(C)C2C(=C(P(C3C=CC=CC=3)C3C=CC=CC=3)C=CC=2)OC2C(P(C3C=CC=CC=3)C3C=CC=CC=3)=CC=CC1=2.[NH4+].[Cl-].